From a dataset of Catalyst prediction with 721,799 reactions and 888 catalyst types from USPTO. Predict which catalyst facilitates the given reaction. Reactant: C(N(CC)CC)C.[CH:8]1([C:13](Cl)=[O:14])[CH2:12][CH2:11][CH2:10][CH2:9]1.[C:16]([NH:20][C:21]([C:23]1[CH:27]=[C:26]([C:28]2[CH:33]=[CH:32][C:31]([CH2:34][NH2:35])=[CH:30][N:29]=2)[N:25]([C:36]2[CH:41]=[CH:40][CH:39]=[CH:38][CH:37]=2)[N:24]=1)=[O:22])([CH3:19])([CH3:18])[CH3:17].CO. The catalyst class is: 4. Product: [C:16]([NH:20][C:21]([C:23]1[CH:27]=[C:26]([C:28]2[CH:33]=[CH:32][C:31]([CH2:34][NH:35][C:13]([CH:8]3[CH2:12][CH2:11][CH2:10][CH2:9]3)=[O:14])=[CH:30][N:29]=2)[N:25]([C:36]2[CH:41]=[CH:40][CH:39]=[CH:38][CH:37]=2)[N:24]=1)=[O:22])([CH3:19])([CH3:17])[CH3:18].